From a dataset of Reaction yield outcomes from USPTO patents with 853,638 reactions. Predict the reaction yield, written as a fraction of the theoretical maximum amount of product (1.0 means a 100% yield; for example, 0.34 means a 34% yield). (1) The reactants are [Br:1][C:2]1[CH:10]=[CH:9][C:5]2[NH:6][CH:7]=[N:8][C:4]=2[C:3]=1[CH3:11].[O:12]1[CH:17]=[CH:16][CH2:15][CH2:14][CH2:13]1.CC1C=CC(S(O)(=O)=O)=CC=1.O. The catalyst is C1COCC1. The product is [Br:1][C:2]1[CH:10]=[CH:9][C:5]2[N:6]([CH:13]3[CH2:14][CH2:15][CH2:16][CH2:17][O:12]3)[CH:7]=[N:8][C:4]=2[C:3]=1[CH3:11]. The yield is 0.570. (2) The reactants are [CH:1]1([C:5]2[CH:10]=[CH:9][C:8]([C:11]3[CH:20]=[N:19][C:18]4[NH:17][CH2:16][CH2:15][O:14][C:13]=4[CH:12]=3)=[C:7]([F:21])[C:6]=2[O:22]C)[CH2:4][CH2:3][CH2:2]1.B(Br)(Br)Br. The catalyst is C(Cl)Cl. The product is [CH:1]1([C:5]2[C:6]([OH:22])=[C:7]([F:21])[C:8]([C:11]3[CH:20]=[N:19][C:18]4[NH:17][CH2:16][CH2:15][O:14][C:13]=4[CH:12]=3)=[CH:9][CH:10]=2)[CH2:2][CH2:3][CH2:4]1. The yield is 0.820. (3) The reactants are [Br:1][C:2]1[C:3]([N:27]([CH3:31])[CH2:28][CH2:29][OH:30])=[C:4]2[C:10]([C:11]3[CH:16]=[CH:15][CH:14]=[CH:13][C:12]=3[O:17][CH3:18])=[CH:9][N:8](COCC[Si](C)(C)C)[C:5]2=[N:6][CH:7]=1. The catalyst is FC(F)(F)C(O)=O.ClCCl. The product is [Br:1][C:2]1[C:3]([N:27]([CH3:31])[CH2:28][CH2:29][OH:30])=[C:4]2[C:10]([C:11]3[CH:16]=[CH:15][CH:14]=[CH:13][C:12]=3[O:17][CH3:18])=[CH:9][NH:8][C:5]2=[N:6][CH:7]=1. The yield is 0.130.